This data is from Full USPTO retrosynthesis dataset with 1.9M reactions from patents (1976-2016). The task is: Predict the reactants needed to synthesize the given product. (1) Given the product [Cl:1][C:2]1[CH:3]=[C:4]([NH:9][C:10]2[N:15]=[C:14]([NH:16][CH2:17][CH2:18][CH2:19][O:20][CH3:21])[C:13]([C:22]3[S:24][C:28]([C:27]([O:26][CH3:25])=[O:33])=[C:29]([CH3:31])[N:23]=3)=[CH:12][N:11]=2)[CH:5]=[CH:6][C:7]=1[F:8], predict the reactants needed to synthesize it. The reactants are: [Cl:1][C:2]1[CH:3]=[C:4]([NH:9][C:10]2[N:15]=[C:14]([NH:16][CH2:17][CH2:18][CH2:19][O:20][CH3:21])[C:13]([C:22](=[S:24])[NH2:23])=[CH:12][N:11]=2)[CH:5]=[CH:6][C:7]=1[F:8].[CH3:25][O:26][C:27](=[O:33])[CH:28](Cl)[C:29]([CH3:31])=O. (2) Given the product [Br:11][C:12]1[CH:13]=[C:14]2[C:18](=[CH:19][CH:20]=1)[CH2:17][C@@H:16]([NH:21][C:8]([C:5]1[CH:4]=[CH:3][C:2]([OH:1])=[CH:7][N:6]=1)=[O:10])[CH2:15]2, predict the reactants needed to synthesize it. The reactants are: [OH:1][C:2]1[CH:3]=[CH:4][C:5]([C:8]([OH:10])=O)=[N:6][CH:7]=1.[Br:11][C:12]1[CH:13]=[C:14]2[C:18](=[CH:19][CH:20]=1)[CH2:17][C@@H:16]([NH2:21])[CH2:15]2. (3) Given the product [CH:24]([O:29][C:7]1[C:2]([C:16]2[CH:17]=[CH:18][C:13]([Cl:12])=[CH:14][CH:15]=2)=[CH:3][C:4]([C:9]([NH:22][C@@H:23]2[CH2:28][CH2:27][CH2:26][CH2:25][C@H:24]2[OH:29])=[O:11])=[CH:5][N:6]=1)([CH2:23][CH3:28])[CH3:25], predict the reactants needed to synthesize it. The reactants are: Br[C:2]1[CH:3]=[C:4]([C:9]([OH:11])=O)[CH:5]=[N:6][C:7]=1Cl.[Cl:12][C:13]1[CH:18]=[CH:17][C:16](B(O)O)=[CH:15][CH:14]=1.[NH2:22][C@@H:23]1[CH2:28][CH2:27][CH2:26][CH2:25][C@H:24]1[OH:29].